Dataset: Full USPTO retrosynthesis dataset with 1.9M reactions from patents (1976-2016). Task: Predict the reactants needed to synthesize the given product. (1) Given the product [Br:1][C:2]1[C:10]2[C:5](=[CH:6][CH:7]=[CH:8][C:9]=2[N+:11]([O-:13])=[O:12])[N:4]([CH2:22][C:23]2[CH:27]=[CH:26][N:25]([CH:28]([CH3:30])[CH3:29])[N:24]=2)[N:3]=1, predict the reactants needed to synthesize it. The reactants are: [Br:1][C:2]1[C:10]2[C:5](=[CH:6][CH:7]=[CH:8][C:9]=2[N+:11]([O-:13])=[O:12])[NH:4][N:3]=1.C(=O)([O-])[O-].[K+].[K+].Cl.Cl[CH2:22][C:23]1[CH:27]=[CH:26][N:25]([CH:28]([CH3:30])[CH3:29])[N:24]=1. (2) Given the product [Cl:1][C:2]1[N:3]=[C:4]([NH:22][C:23]2[CH:31]=[C:30]3[C:26]([C:27]([CH3:32])=[N:28][NH:29]3)=[CH:25][CH:24]=2)[C:5]2[CH:10]=[CH:9][N:8]([S:11]([C:14]3[CH:20]=[CH:19][C:17]([CH3:18])=[CH:16][CH:15]=3)(=[O:13])=[O:12])[C:6]=2[N:7]=1, predict the reactants needed to synthesize it. The reactants are: [Cl:1][C:2]1[N:3]=[C:4](Cl)[C:5]2[CH:10]=[CH:9][N:8]([S:11]([C:14]3[CH:20]=[CH:19][C:17]([CH3:18])=[CH:16][CH:15]=3)(=[O:13])=[O:12])[C:6]=2[N:7]=1.[NH2:22][C:23]1[CH:31]=[C:30]2[C:26]([C:27]([CH3:32])=[N:28][NH:29]2)=[CH:25][CH:24]=1.C(N(CC)CC)C.O. (3) Given the product [NH:21]([C:22](=[O:23])[CH:24]([C:2]1[CH:14]=[CH:13][C:5]([C:6]([O:8][C:9]([CH3:12])([CH3:11])[CH3:10])=[O:7])=[CH:4][CH:3]=1)[C:25]([NH:27][C:28]1[CH:33]=[CH:32][CH:31]=[CH:30][CH:29]=1)=[O:26])[C:18]1[CH:17]=[CH:16][CH:15]=[CH:20][CH:19]=1, predict the reactants needed to synthesize it. The reactants are: Br[C:2]1[CH:14]=[CH:13][C:5]([C:6]([O:8][C:9]([CH3:12])([CH3:11])[CH3:10])=[O:7])=[CH:4][CH:3]=1.[CH:15]1[CH:20]=[CH:19][C:18]([NH:21][C:22]([CH2:24][C:25]([NH:27][C:28]2[CH:33]=[CH:32][CH:31]=[CH:30][CH:29]=2)=[O:26])=[O:23])=[CH:17][CH:16]=1.[O-]P([O-])([O-])=O.[K+].[K+].[K+].P(C(C)(C)C)(C(C)(C)C)C(C)(C)C. (4) Given the product [CH3:16][O:17][C:18]1[CH:23]=[C:22]([O:24][CH3:25])[CH:21]=[CH:20][C:19]=1[CH2:26][N:27]1[CH2:2][C:3]2[C:4](=[CH:9][CH:10]=[C:11]([N+:13]([O-:15])=[O:14])[CH:12]=2)[C:5]1=[O:7], predict the reactants needed to synthesize it. The reactants are: Br[CH2:2][C:3]1[CH:12]=[C:11]([N+:13]([O-:15])=[O:14])[CH:10]=[CH:9][C:4]=1[C:5]([O:7]C)=O.[CH3:16][O:17][C:18]1[CH:23]=[C:22]([O:24][CH3:25])[CH:21]=[CH:20][C:19]=1[CH2:26][NH2:27].C(N(CC)CC)C.